From a dataset of Reaction yield outcomes from USPTO patents with 853,638 reactions. Predict the reaction yield, written as a fraction of the theoretical maximum amount of product (1.0 means a 100% yield; for example, 0.34 means a 34% yield). (1) The reactants are Cl.[N:2]1[CH:7]=[CH:6][CH:5]=[C:4]([S:8](Cl)(=[O:10])=[O:9])[CH:3]=1.[NH2:12][C:13]1[CH:14]=[CH:15][CH:16]=[C:17]2[C:22]=1[N:21]=[CH:20][CH:19]=[CH:18]2.N1C=CC=CC=1. The catalyst is CO. The product is [N:21]1[C:22]2[C:17](=[CH:16][CH:15]=[CH:14][C:13]=2[NH:12][S:8]([C:4]2[CH:3]=[N:2][CH:7]=[CH:6][CH:5]=2)(=[O:10])=[O:9])[CH:18]=[CH:19][CH:20]=1. The yield is 0.180. (2) The reactants are [F:1][C:2]([F:18])([F:17])[C:3]1[N:8]=[N:7][C:6]([C:9]2[CH:10]=[C:11]([CH:14]=[CH:15][CH:16]=2)[CH2:12][NH2:13])=[CH:5][CH:4]=1.[Cl:19][C:20]1[N:25]=[CH:24][C:23]([S:26]([N:29]([CH2:33][C:34](O)=[O:35])[CH:30]([CH3:32])[CH3:31])(=[O:28])=[O:27])=[CH:22][CH:21]=1.CN(C(ON1N=NC2C=CC=NC1=2)=[N+](C)C)C.F[P-](F)(F)(F)(F)F.C(N(CC)C(C)C)(C)C.OS([O-])(=O)=O.[K+]. The catalyst is C(Cl)Cl. The product is [Cl:19][C:20]1[N:25]=[CH:24][C:23]([S:26]([N:29]([CH:30]([CH3:32])[CH3:31])[CH2:33][C:34]([NH:13][CH2:12][C:11]2[CH:14]=[CH:15][CH:16]=[C:9]([C:6]3[N:7]=[N:8][C:3]([C:2]([F:1])([F:17])[F:18])=[CH:4][CH:5]=3)[CH:10]=2)=[O:35])(=[O:28])=[O:27])=[CH:22][CH:21]=1. The yield is 0.380. (3) The reactants are [C:1]([C:5]1[CH:10]=[CH:9][C:8]([C:11]2[C:19]3[N:15]([CH:16]=[CH:17][CH:18]=3)[CH2:14][CH2:13][C:12]=2[C:20](O)=[O:21])=[CH:7][CH:6]=1)([CH3:4])([CH3:3])[CH3:2].Cl.CN(C)CCCN=C=NCC.C(N(CC)CC)C.[F:42][C:43]1[CH:49]=[C:48]([F:50])[CH:47]=[CH:46][C:44]=1[NH2:45]. The catalyst is CC#N.C(OCC)(=O)C. The product is [C:1]([C:5]1[CH:10]=[CH:9][C:8]([C:11]2[C:19]3[N:15]([CH:16]=[CH:17][CH:18]=3)[CH2:14][CH2:13][C:12]=2[C:20]([NH:45][C:44]2[CH:46]=[CH:47][C:48]([F:50])=[CH:49][C:43]=2[F:42])=[O:21])=[CH:7][CH:6]=1)([CH3:4])([CH3:2])[CH3:3]. The yield is 0.0500. (4) The reactants are [CH3:1][CH:2]([C:4]1[N:8]([CH2:9][C:10]2[C:19]3[C:14](=[CH:15][CH:16]=[CH:17][CH:18]=3)[CH:13]=[CH:12][CH:11]=2)[C:7]2[CH:20]=[C:21]([N:27]3[CH2:32][CH2:31][O:30][CH2:29][CH2:28]3)[CH:22]=[C:23]([N+:24]([O-])=O)[C:6]=2[N:5]=1)[CH3:3].C([O-])([O-])=O.[Na+].[Na+]. The catalyst is CO. The product is [CH3:3][CH:2]([C:4]1[N:8]([CH2:9][C:10]2[C:19]3[C:14](=[CH:15][CH:16]=[CH:17][CH:18]=3)[CH:13]=[CH:12][CH:11]=2)[C:7]2[CH:20]=[C:21]([N:27]3[CH2:28][CH2:29][O:30][CH2:31][CH2:32]3)[CH:22]=[C:23]([NH2:24])[C:6]=2[N:5]=1)[CH3:1]. The yield is 0.810.